From a dataset of Catalyst prediction with 721,799 reactions and 888 catalyst types from USPTO. Predict which catalyst facilitates the given reaction. (1) Reactant: [BH4-].[Na+].[C:3]([O:7][C:8]([N:10]1[CH2:15][CH2:14][C:13]([C:18]2[CH:23]=[CH:22][C:21]([Cl:24])=[CH:20][CH:19]=2)([CH:16]=[O:17])[CH2:12][CH2:11]1)=[O:9])([CH3:6])([CH3:5])[CH3:4]. Product: [C:3]([O:7][C:8]([N:10]1[CH2:11][CH2:12][C:13]([C:18]2[CH:23]=[CH:22][C:21]([Cl:24])=[CH:20][CH:19]=2)([CH2:16][OH:17])[CH2:14][CH2:15]1)=[O:9])([CH3:6])([CH3:4])[CH3:5]. The catalyst class is: 357. (2) Reactant: [NH:1]1[C:10]2[C:5](=[CH:6][CH:7]=[CH:8][CH:9]=2)[CH2:4][CH2:3][C:2]1=O.CC(C)([O-])C.[K+].P(Cl)(OCC)(OCC)=O.[N+:27]([CH2:29][C:30]([O:32][CH2:33][CH3:34])=[O:31])#[C-:28].C(O)(=O)CC(CC(O)=O)(C(O)=O)O. Product: [CH:28]1[N:1]2[C:10]3[C:5]([CH2:4][CH2:3][C:2]2=[C:29]([C:30]([O:32][CH2:33][CH3:34])=[O:31])[N:27]=1)=[CH:6][CH:7]=[CH:8][CH:9]=3. The catalyst class is: 7. (3) Product: [C:1]([O:5][C:6]([N:8]1[CH2:13][CH:12]2[CH2:14][CH:9]1[CH2:10][N:11]2[C:15]1[C:23]2[C:18](=[CH:19][C:20]([F:24])=[CH:21][CH:22]=2)[N:17]([C:25]2[CH:30]=[CH:29][N:28]=[C:27]([NH:40][CH:38]([C:32]3[CH:37]=[CH:36][CH:35]=[CH:34][CH:33]=3)[CH3:39])[CH:26]=2)[N:16]=1)=[O:7])([CH3:4])([CH3:3])[CH3:2]. The catalyst class is: 164. Reactant: [C:1]([O:5][C:6]([N:8]1[CH2:13][CH:12]2[CH2:14][CH:9]1[CH2:10][N:11]2[C:15]1[C:23]2[C:18](=[CH:19][C:20]([F:24])=[CH:21][CH:22]=2)[N:17]([C:25]2[CH:30]=[CH:29][N:28]=[C:27](Cl)[CH:26]=2)[N:16]=1)=[O:7])([CH3:4])([CH3:3])[CH3:2].[C:32]1([CH:38]([NH2:40])[CH3:39])[CH:37]=[CH:36][CH:35]=[CH:34][CH:33]=1.C1C2C(=CC=CC=2)C=CC=1.C1(C2C=CC=CC=2)C=CC=CC=1.CC(C)([O-])C.[Na+]. (4) Reactant: [Cl:1][C:2]1[CH:7]=[CH:6][C:5]([C:8]2[CH:13]=[CH:12][C:11](/[CH:14]=[CH:15]/[C:16]([OH:18])=O)=[CH:10][CH:9]=2)=[CH:4][CH:3]=1.[N:19]1([CH2:25][C:26]2[CH:31]=[CH:30][C:29]([NH2:32])=[CH:28][CH:27]=2)[CH2:24][CH2:23][CH2:22][CH2:21][CH2:20]1. Product: [Cl:1][C:2]1[CH:3]=[CH:4][C:5]([C:8]2[CH:9]=[CH:10][C:11](/[CH:14]=[CH:15]/[C:16]([NH:32][C:29]3[CH:28]=[CH:27][C:26]([CH2:25][N:19]4[CH2:24][CH2:23][CH2:22][CH2:21][CH2:20]4)=[CH:31][CH:30]=3)=[O:18])=[CH:12][CH:13]=2)=[CH:6][CH:7]=1. The catalyst class is: 98. (5) Reactant: [CH:1]1[C:13]2[CH:12]([CH2:14][O:15][C:16]([NH:18][CH2:19][CH2:20][CH2:21][CH2:22][CH2:23][C:24](O)=[O:25])=[O:17])[C:11]3[C:6](=[CH:7][CH:8]=[CH:9][CH:10]=3)[C:5]=2[CH:4]=[CH:3][CH:2]=1.C(N(CC)C(C)C)(C)C.CN(C(ON1N=NC2C=CC=NC1=2)=[N+](C)C)C.F[P-](F)(F)(F)(F)F.[NH2:60][CH2:61][C:62]([NH:64][C:65]1[CH:79]=[CH:78][C:68]([CH2:69][NH:70][C:71](=[O:77])[O:72][C:73]([CH3:76])([CH3:75])[CH3:74])=[CH:67][CH:66]=1)=[O:63]. Product: [C:73]([O:72][C:71]([NH:70][CH2:69][C:68]1[CH:67]=[CH:66][C:65]([NH:64][C:62](=[O:63])[CH2:61][NH:60][C:24](=[O:25])[CH2:23][CH2:22][CH2:21][CH2:20][CH2:19][NH:18][C:16](=[O:17])[O:15][CH2:14][CH:12]2[C:11]3[CH:10]=[CH:9][CH:8]=[CH:7][C:6]=3[C:5]3[C:13]2=[CH:1][CH:2]=[CH:3][CH:4]=3)=[CH:79][CH:78]=1)=[O:77])([CH3:74])([CH3:75])[CH3:76]. The catalyst class is: 2. (6) Reactant: [NH2:1][CH2:2][C:3]1[CH:4]=[C:5]([C:10]2[CH:15]=[CH:14][CH:13]=[C:12]([CH2:16][N:17]3[CH2:22][CH2:21][N:20](C(OC(C)(C)C)=O)[C@@H:19]([CH3:30])[CH2:18]3)[CH:11]=2)[CH:6]=[CH:7][C:8]=1[F:9].[NH:31]1[CH2:36][CH2:35][CH:34]([C:37]2[CH:38]=[C:39]([CH:43]=[CH:44][CH:45]=2)[C:40](O)=[O:41])[CH2:33][CH2:32]1.CN(C(ON1N=NC2C=CC=NC1=2)=[N+](C)C)C.F[P-](F)(F)(F)(F)F.C(N(C(C)C)CC)(C)C. Product: [F:9][C:8]1[CH:7]=[CH:6][C:5]([C:10]2[CH:15]=[CH:14][CH:13]=[C:12]([CH2:16][N:17]3[CH2:22][CH2:21][NH:20][C@@H:19]([CH3:30])[CH2:18]3)[CH:11]=2)=[CH:4][C:3]=1[CH2:2][NH:1][C:40](=[O:41])[C:39]1[CH:43]=[CH:44][CH:45]=[C:37]([CH:34]2[CH2:33][CH2:32][NH:31][CH2:36][CH2:35]2)[CH:38]=1. The catalyst class is: 3. (7) Reactant: C[O:2][C:3](=[O:23])[C:4]1[CH:9]=[CH:8][CH:7]=[C:6]([CH2:10][NH:11][S:12]([C:15]2[CH:20]=[CH:19][CH:18]=[C:17]([Cl:21])[C:16]=2[CH3:22])(=[O:14])=[O:13])[CH:5]=1.[OH-].[Li+]. Product: [Cl:21][C:17]1[C:16]([CH3:22])=[C:15]([S:12]([NH:11][CH2:10][C:6]2[CH:5]=[C:4]([CH:9]=[CH:8][CH:7]=2)[C:3]([OH:23])=[O:2])(=[O:14])=[O:13])[CH:20]=[CH:19][CH:18]=1. The catalyst class is: 36.